The task is: Predict the reactants needed to synthesize the given product.. This data is from Full USPTO retrosynthesis dataset with 1.9M reactions from patents (1976-2016). (1) Given the product [N:11]1([C:2]2[CH:7]=[C:6]([CH:5]=[CH:4][N:3]=2)[C:8]([OH:10])=[O:9])[CH2:15][CH2:14][CH2:13][CH2:12]1, predict the reactants needed to synthesize it. The reactants are: Cl[C:2]1[CH:7]=[C:6]([C:8]([OH:10])=[O:9])[CH:5]=[CH:4][N:3]=1.[NH:11]1[CH2:15][CH2:14][CH2:13][CH2:12]1. (2) Given the product [C:22]([O:25][CH2:26][C:27]1[C:28]([N:42]2[CH2:53][CH2:52][N:51]3[C:44](=[CH:45][C:46]4[CH2:47][C:48]([CH3:55])([CH3:54])[CH2:49][C:50]=43)[C:43]2=[O:56])=[N:29][CH:30]=[CH:31][C:32]=1[C:2]1[CH:3]=[C:4]([NH:10][C:11]2[CH:16]=[CH:15][C:14]([N:17]3[CH2:20][CH:19]([OH:21])[CH2:18]3)=[CH:13][N:12]=2)[C:5](=[O:9])[N:6]([CH3:8])[CH:7]=1)(=[O:24])[CH3:23], predict the reactants needed to synthesize it. The reactants are: Br[C:2]1[CH:3]=[C:4]([NH:10][C:11]2[CH:16]=[CH:15][C:14]([N:17]3[CH2:20][CH:19]([OH:21])[CH2:18]3)=[CH:13][N:12]=2)[C:5](=[O:9])[N:6]([CH3:8])[CH:7]=1.[C:22]([O:25][CH2:26][C:27]1[C:28]([N:42]2[CH2:53][CH2:52][N:51]3[C:44](=[CH:45][C:46]4[CH2:47][C:48]([CH3:55])([CH3:54])[CH2:49][C:50]=43)[C:43]2=[O:56])=[N:29][CH:30]=[CH:31][C:32]=1B1OC(C)(C)C(C)(C)O1)(=[O:24])[CH3:23].[O-]P([O-])([O-])=O.[K+].[K+].[K+].C([O-])(=O)C.[Na+]. (3) Given the product [F:1][C:2]([F:7])([F:6])[C:3]([OH:5])=[O:4].[CH3:33][N:31]([CH3:32])[CH2:30][CH2:29][O:28][C:25]1[CH:26]=[CH:27][C:22]([CH:18]([NH:17][C:14]2[CH:13]=[CH:12][C:11]([C:8]([NH2:9])=[NH:10])=[CH:16][CH:15]=2)[C:19](=[O:21])[NH:69][NH:68][C:66]([C:61]2[CH:62]=[CH:63][CH:64]=[CH:65][N:60]=2)=[O:67])=[CH:23][C:24]=1[O:34][CH2:35][CH3:36], predict the reactants needed to synthesize it. The reactants are: [F:1][C:2]([F:7])([F:6])[C:3]([OH:5])=[O:4].[C:8]([C:11]1[CH:16]=[CH:15][C:14]([NH:17][CH:18]([C:22]2[CH:27]=[CH:26][C:25]([O:28][CH2:29][CH2:30][N:31]([CH3:33])[CH3:32])=[C:24]([O:34][CH2:35][CH3:36])[CH:23]=2)[C:19]([OH:21])=O)=[CH:13][CH:12]=1)(=[NH:10])[NH2:9].O.ON1C2C=CC=CC=2N=N1.Cl.C(N=C=NCCCN(C)C)C.[N:60]1[CH:65]=[CH:64][CH:63]=[CH:62][C:61]=1[C:66]([NH:68][NH2:69])=[O:67]. (4) The reactants are: C(C1N=[C:7]([N:22]2C[CH2:26][O:25][CH2:24][CH2:23]2)[C:8]2N=NN(CC3C=CC=CC=3Cl)[C:9]=2N=1)(C)(C)C.[C:28]([C:32]1[N:33]=[C:34](Cl)[C:35]2[N:40]=[N:39][N:38]([CH2:41][C:42]3[CH:47]=[CH:46][CH:45]=[CH:44][C:43]=3[Cl:48])[C:36]=2[N:37]=1)([CH3:31])([CH3:30])[CH3:29].COC[C@H]1CCCN1. Given the product [C:28]([C:32]1[N:33]=[C:34]([N:22]2[CH2:7][CH2:8][CH2:9][C@@H:23]2[CH2:24][O:25][CH3:26])[C:35]2[N:40]=[N:39][N:38]([CH2:41][C:42]3[CH:47]=[CH:46][CH:45]=[CH:44][C:43]=3[Cl:48])[C:36]=2[N:37]=1)([CH3:31])([CH3:30])[CH3:29], predict the reactants needed to synthesize it. (5) The reactants are: [Cl:1][C:2]1[N:7]=[CH:6][C:5]([CH2:8][N:9]2[C:13]([CH3:14])=[C:12]([C:15]3[CH:20]=[CH:19][C:18]([C:21]#[N:22])=[CH:17][CH:16]=3)[C:11]([C:23]#[N:24])=[C:10]2[CH:25]2[CH2:27][CH2:26]2)=[CH:4][C:3]=1[CH2:28][OH:29].[CH3:30][N:31]([CH3:36])[CH2:32][C:33](O)=[O:34].CCN=C=NCCCN(C)C.CN(C=O)C. Given the product [CH3:30][N:31]([CH3:36])[CH2:32][C:33]([O:29][CH2:28][C:3]1[C:2]([Cl:1])=[N:7][CH:6]=[C:5]([CH2:8][N:9]2[C:13]([CH3:14])=[C:12]([C:15]3[CH:20]=[CH:19][C:18]([C:21]#[N:22])=[CH:17][CH:16]=3)[C:11]([C:23]#[N:24])=[C:10]2[CH:25]2[CH2:27][CH2:26]2)[CH:4]=1)=[O:34], predict the reactants needed to synthesize it. (6) Given the product [CH3:19][C:13]1[CH:14]=[CH:15][CH:16]=[C:17]([CH3:18])[C:12]=1[NH:11][C:9]1[S:8][C:4]2[N:5]=[CH:6][N:7]=[C:2]([NH:28][C:25]3[CH:24]=[CH:23][C:22]([C:21]([F:29])([F:20])[F:30])=[CH:27][N:26]=3)[C:3]=2[N:10]=1, predict the reactants needed to synthesize it. The reactants are: Cl[C:2]1[C:3]2[N:10]=[C:9]([NH:11][C:12]3[C:17]([CH3:18])=[CH:16][CH:15]=[CH:14][C:13]=3[CH3:19])[S:8][C:4]=2[N:5]=[CH:6][N:7]=1.[F:20][C:21]([F:30])([F:29])[C:22]1[CH:23]=[CH:24][C:25]([NH2:28])=[N:26][CH:27]=1.C(P(C(C)(C)C)C1C=CC=CC=1C1C=CC=CC=1)(C)(C)C.CC(C)([O-])C.[Na+]. (7) Given the product [CH3:1][O:2][C:3](=[O:34])[CH:4]([C:9]1[C:14]([CH3:15])=[CH:13][CH:12]=[C:11]([OH:16])[C:10]=1[C:24]1[CH:25]=[C:26]2[C:31](=[CH:32][CH:33]=1)[O:30][CH2:29][CH2:28][CH2:27]2)[O:5][CH2:6][CH2:7][CH3:8], predict the reactants needed to synthesize it. The reactants are: [CH3:1][O:2][C:3](=[O:34])[CH:4]([C:9]1[C:14]([CH3:15])=[CH:13][CH:12]=[C:11]([O:16]CC2C=CC=CC=2)[C:10]=1[C:24]1[CH:25]=[C:26]2[C:31](=[CH:32][CH:33]=1)[O:30][CH2:29][CH2:28][CH2:27]2)[O:5][CH2:6][CH2:7][CH3:8].C([O-])=O.[NH4+]. (8) Given the product [Cl:8][C:9]1[CH:14]=[C:13]([O:5][CH:1]2[CH2:4][CH2:3][CH2:2]2)[CH:12]=[CH:11][N:10]=1, predict the reactants needed to synthesize it. The reactants are: [CH:1]1([OH:5])[CH2:4][CH2:3][CH2:2]1.[H-].[Na+].[Cl:8][C:9]1[CH:14]=[C:13](F)[CH:12]=[CH:11][N:10]=1.